From a dataset of Full USPTO retrosynthesis dataset with 1.9M reactions from patents (1976-2016). Predict the reactants needed to synthesize the given product. The reactants are: Br[C:2]1[CH:3]=[C:4]([CH3:12])[C:5]([NH:8]C(=O)C)=[N:6][CH:7]=1.[C:13]([O:17][C:18]([N:20]1[CH2:25][CH2:24][CH:23]([NH2:26])[CH2:22][CH2:21]1)=[O:19])([CH3:16])([CH3:15])[CH3:14].O(C(C)(C)C)[K].C1(P(C2CCCCC2)C2C=CC=CC=2C2C(C(C)C)=CC(C(C)C)=CC=2C(C)C)CCCCC1. Given the product [C:13]([O:17][C:18]([N:20]1[CH2:25][CH2:24][CH:23]([NH:26][C:2]2[CH:7]=[N:6][C:5]([NH2:8])=[C:4]([CH3:12])[CH:3]=2)[CH2:22][CH2:21]1)=[O:19])([CH3:16])([CH3:14])[CH3:15], predict the reactants needed to synthesize it.